Dataset: Full USPTO retrosynthesis dataset with 1.9M reactions from patents (1976-2016). Task: Predict the reactants needed to synthesize the given product. (1) Given the product [Cl:1][C:2]1[CH:7]=[C:6]([O:8][CH3:11])[C:5]([F:9])=[CH:4][N:3]=1, predict the reactants needed to synthesize it. The reactants are: [Cl:1][C:2]1[CH:7]=[C:6]([OH:8])[C:5]([F:9])=[CH:4][N:3]=1.I[CH3:11]. (2) The reactants are: [CH2:1]([CH:3]([CH2:29][CH2:30][CH2:31][CH3:32])[C:4]#[C:5][C:6]1[C:14]2[S:15][CH:16]=[CH:17][C:13]=2[C:12]([C:18]#[C:19][CH:20]([CH2:27][CH3:28])[CH2:21][CH2:22][CH2:23][CH2:24][CH2:25][CH3:26])=[C:8]2[S:9][CH:10]=[CH:11][C:7]=12)[CH3:2].[C:33]([Li])([CH3:36])([CH3:35])C.[CH:38]([Si:41](Cl)([CH:45]([CH3:47])[CH3:46])[CH:42]([CH3:44])[CH3:43])([CH3:40])[CH3:39]. Given the product [CH2:1]([CH:3]([CH2:29][CH2:30][CH2:31][CH3:32])[C:4]#[C:5][C:6]1[C:14]2[S:15][C:16]([Si:41]([CH:42]([CH3:44])[CH3:43])([CH:33]([CH3:36])[CH3:35])[CH:38]([CH3:40])[CH3:39])=[CH:17][C:13]=2[C:12]([C:18]#[C:19][CH:20]([CH2:27][CH3:28])[CH2:21][CH2:22][CH2:23][CH2:24][CH2:25][CH3:26])=[C:8]2[S:9][C:10]([Si:41]([CH:45]([CH3:47])[CH3:46])([CH:42]([CH3:44])[CH3:43])[CH:38]([CH3:40])[CH3:39])=[CH:11][C:7]=12)[CH3:2], predict the reactants needed to synthesize it. (3) Given the product [CH3:7][C:6]1([CH3:8])[C:2]([CH3:1])([CH3:19])[O:3][B:4]([C:9]2[CH:10]=[CH:11][C:12]([C:26]([OH:25])([CH3:27])[CH3:20])=[N:13][CH:14]=2)[O:5]1, predict the reactants needed to synthesize it. The reactants are: [CH3:1][C:2]1([CH3:19])[C:6]([CH3:8])([CH3:7])[O:5][B:4]([C:9]2[CH:10]=[CH:11][C:12](C(OC)=O)=[N:13][CH:14]=2)[O:3]1.[CH3:20][Mg]Br.C([O:25][CH2:26][CH3:27])C. (4) Given the product [NH:25]([CH2:32][CH2:33][C@H:34]1[N:39]([C:19]([C:11]2[N:10]=[CH:9][N:8]([C@@H:3]3[CH2:4][CH2:5][CH2:6][CH2:7][C@@:2]3([OH:1])[CH2:22][O:23][CH3:24])[C:12]=2[C:13]2[CH:14]=[CH:15][CH:16]=[CH:17][CH:18]=2)=[O:20])[CH2:38][CH2:37][N:36]([C:40]([O:42][CH2:43][C:44]2[CH:45]=[CH:46][CH:47]=[CH:48][CH:49]=2)=[O:41])[CH2:35]1)[C:26]1[CH:27]=[CH:28][CH:29]=[CH:30][CH:31]=1, predict the reactants needed to synthesize it. The reactants are: [OH:1][C@@:2]1([CH2:22][O:23][CH3:24])[CH2:7][CH2:6][CH2:5][CH2:4][C@H:3]1[N:8]1[C:12]([C:13]2[CH:18]=[CH:17][CH:16]=[CH:15][CH:14]=2)=[C:11]([C:19](O)=[O:20])[N:10]=[CH:9]1.[NH:25]([CH2:32][CH2:33][C@H:34]1[NH:39][CH2:38][CH2:37][N:36]([C:40]([O:42][CH2:43][C:44]2[CH:49]=[CH:48][CH:47]=[CH:46][CH:45]=2)=[O:41])[CH2:35]1)[C:26]1[CH:31]=[CH:30][CH:29]=[CH:28][CH:27]=1.CCN=C=NCCCN(C)C.Cl.C1C=CC2N(O)N=NC=2C=1.C(=O)([O-])O.[Na+]. (5) Given the product [CH:1]1([CH2:4][N:5]([S:25]([C:28]2[CH:33]=[CH:32][CH:31]=[CH:30][N:29]=2)(=[O:27])=[O:26])[C:6]2[CH:7]=[C:8]([O:20][CH2:21][CH2:22][O:23][CH3:24])[CH:9]=[C:10]3[C:14]=2[NH:13][C:12]([C:15]([OH:17])=[O:16])=[CH:11]3)[CH2:3][CH2:2]1, predict the reactants needed to synthesize it. The reactants are: [CH:1]1([CH2:4][N:5]([S:25]([C:28]2[CH:33]=[CH:32][CH:31]=[CH:30][N:29]=2)(=[O:27])=[O:26])[C:6]2[CH:7]=[C:8]([O:20][CH2:21][CH2:22][O:23][CH3:24])[CH:9]=[C:10]3[C:14]=2[NH:13][C:12]([C:15]([O:17]CC)=[O:16])=[CH:11]3)[CH2:3][CH2:2]1.C(O)C.[OH-].[Na+]. (6) Given the product [Si:14]([O:21][CH2:22][CH2:23][CH2:24][CH2:25][O:26][C:27]1[CH:28]=[C:29]([CH:30]=[CH:5][C:3]([O:2][CH3:1])=[O:4])[CH:32]=[C:33]([O:35][CH2:36][CH2:37][CH2:38][CH2:39][O:40][Si:41]([C:44]([CH3:47])([CH3:46])[CH3:45])([CH3:42])[CH3:43])[CH:34]=1)([C:17]([CH3:18])([CH3:20])[CH3:19])([CH3:15])[CH3:16], predict the reactants needed to synthesize it. The reactants are: [CH3:1][O:2][C:3]([CH2:5]P(OC)(OC)=O)=[O:4].[H-].[Na+].[Si:14]([O:21][CH2:22][CH2:23][CH2:24][CH2:25][O:26][C:27]1[CH:28]=[C:29]([CH:32]=[C:33]([O:35][CH2:36][CH2:37][CH2:38][CH2:39][O:40][Si:41]([C:44]([CH3:47])([CH3:46])[CH3:45])([CH3:43])[CH3:42])[CH:34]=1)[CH:30]=O)([C:17]([CH3:20])([CH3:19])[CH3:18])([CH3:16])[CH3:15]. (7) Given the product [CH2:9]([O:8][C:4](=[O:5])[C:21](=[CH:22][O:24][CH2:25][CH3:26])[C:20](=[O:27])[C:19]([F:18])([F:32])[C:28]([F:29])([F:30])[F:31])[CH3:10], predict the reactants needed to synthesize it. The reactants are: C(O[CH:4]([O:8][CH2:9][CH3:10])[O:5]CC)C.C(OC(=O)C)(=O)C.[F:18][C:19]([F:32])([C:28]([F:31])([F:30])[F:29])[C:20](=[O:27])[CH2:21][C:22]([O:24][CH2:25][CH3:26])=O. (8) Given the product [CH3:32][S:33]([N:29]1[CH2:30][CH2:31][CH:26]([C:18]2[N:19]3[C:24]([C:23]([NH2:25])=[N:22][CH:21]=[N:20]3)=[C:16]([C:11]3[CH:12]=[CH:13][C:14]4[C:9]([CH:10]=3)=[N:8][N:7]([C:1]3[CH:2]=[CH:3][CH:4]=[CH:5][CH:6]=3)[CH:15]=4)[CH:17]=2)[CH2:27][CH2:28]1)(=[O:35])=[O:34], predict the reactants needed to synthesize it. The reactants are: [C:1]1([N:7]2[CH:15]=[C:14]3[C:9]([CH:10]=[C:11]([C:16]4[CH:17]=[C:18]([CH:26]5[CH2:31][CH2:30][NH:29][CH2:28][CH2:27]5)[N:19]5[C:24]=4[C:23]([NH2:25])=[N:22][CH:21]=[N:20]5)[CH:12]=[CH:13]3)=[N:8]2)[CH:6]=[CH:5][CH:4]=[CH:3][CH:2]=1.[CH3:32][S:33](Cl)(=[O:35])=[O:34].C(N(CC)C(C)C)(C)C. (9) Given the product [Br:1][C:2]1[CH:7]=[CH:6][C:5]([N+:8]([O-:10])=[O:9])=[C:4](/[CH:11]=[CH:14]/[N:15]([CH3:17])[CH3:16])[CH:3]=1, predict the reactants needed to synthesize it. The reactants are: [Br:1][C:2]1[CH:7]=[CH:6][C:5]([N+:8]([O-:10])=[O:9])=[C:4]([CH3:11])[CH:3]=1.CO[CH:14](OC)[N:15]([CH3:17])[CH3:16].